From a dataset of Forward reaction prediction with 1.9M reactions from USPTO patents (1976-2016). Predict the product of the given reaction. Given the reactants [F:1][C:2]1[CH:3]=[C:4]([S:9](Cl)(=[O:11])=[O:10])[CH:5]=[CH:6][C:7]=1[F:8].[NH2:13][C@H:14]([C:35]1[CH:40]=[CH:39][CH:38]=[CH:37][CH:36]=1)[CH2:15][CH2:16][N:17]1[CH2:22][CH2:21][CH:20]([C:23]2[CH:24]=[C:25]([NH:29][C:30](=[O:34])[CH:31]([CH3:33])[CH3:32])[CH:26]=[CH:27][CH:28]=2)[CH2:19][CH2:18]1, predict the reaction product. The product is: [F:1][C:2]1[CH:3]=[C:4]([S:9]([NH:13][C@H:14]([C:35]2[CH:36]=[CH:37][CH:38]=[CH:39][CH:40]=2)[CH2:15][CH2:16][N:17]2[CH2:22][CH2:21][CH:20]([C:23]3[CH:24]=[C:25]([NH:29][C:30](=[O:34])[CH:31]([CH3:33])[CH3:32])[CH:26]=[CH:27][CH:28]=3)[CH2:19][CH2:18]2)(=[O:11])=[O:10])[CH:5]=[CH:6][C:7]=1[F:8].